Dataset: Reaction yield outcomes from USPTO patents with 853,638 reactions. Task: Predict the reaction yield, written as a fraction of the theoretical maximum amount of product (1.0 means a 100% yield; for example, 0.34 means a 34% yield). (1) The reactants are [Br:1][C:2]1[CH:10]=[C:9]2[C:5]([CH2:6][C:7]3([CH2:16][CH2:15][CH:14]([O:17][CH3:18])[CH2:13][CH2:12]3)[C:8]2=O)=[CH:4][C:3]=1[F:19].[CH3:20][C:21]([S:24]([NH2:26])=[O:25])([CH3:23])[CH3:22].O. The catalyst is CCOC(C)=O.[O-]CC.[Ti+4].[O-]CC.[O-]CC.[O-]CC. The product is [Br:1][C:2]1[CH:10]=[C:9]2[C:5](=[CH:4][C:3]=1[F:19])[CH2:6][C:7]1([CH2:16][CH2:15][CH:14]([O:17][CH3:18])[CH2:13][CH2:12]1)[C:8]2=[N:26][S:24]([C:21]([CH3:23])([CH3:22])[CH3:20])=[O:25]. The yield is 0.570. (2) The reactants are [CH3:1][O:2][C:3]1[CH:4]=[CH:5][C:6]([N+:15]([O-:17])=[O:16])=[C:7]([CH:9]([OH:14])[C:10]([CH3:13])([CH3:12])[CH3:11])[CH:8]=1.[C@:18]12([CH3:30])[C:24]([CH3:26])([CH3:25])[CH:21]([CH2:22][CH2:23]1)[CH2:20][CH:19]2[C:27](Cl)=[O:28]. The catalyst is CN(C1C=CN=CC=1)C.C(Cl)Cl. The product is [C@:18]12([CH3:30])[C:24]([CH3:25])([CH3:26])[CH:21]([CH2:22][CH2:23]1)[CH2:20][CH:19]2[C:27]([O:14][CH:9]([C:7]1[CH:8]=[C:3]([O:2][CH3:1])[CH:4]=[CH:5][C:6]=1[N+:15]([O-:17])=[O:16])[C:10]([CH3:13])([CH3:12])[CH3:11])=[O:28]. The yield is 0.850. (3) The reactants are C([O:3][CH:4](OCC)[CH2:5][O:6][CH2:7][C:8]1[CH:13]=[CH:12][CH:11]=[CH:10][CH:9]=1)C.P(Cl)(Cl)(Cl)(Cl)Cl.[CH3:23][N:24]([CH3:27])[CH:25]=O.[OH-].[Na+]. The catalyst is O. The product is [CH2:7]([O:6][C:5](=[CH:23][N:24]([CH3:27])[CH3:25])[CH:4]=[O:3])[C:8]1[CH:13]=[CH:12][CH:11]=[CH:10][CH:9]=1. The yield is 0.530. (4) The reactants are [F:1][C:2]1[CH:7]=[CH:6][C:5]([CH2:8][N:9]([CH3:22])[C:10]([C:12]2[CH:17]=[CH:16][CH:15]=[C:14]([C:18]([O:20]C)=[O:19])[CH:13]=2)=[O:11])=[CH:4][C:3]=1[C:23]1[CH:28]=[CH:27][CH:26]=[C:25]([CH2:29][N:30]2[CH2:35][CH2:34][N:33]([C:36]([O:38][C:39]([CH3:42])([CH3:41])[CH3:40])=[O:37])[C@@H:32]([CH3:43])[CH2:31]2)[CH:24]=1.O[Li].O.CC(O)=O. The catalyst is CO.O. The product is [CH3:42][C:39]([O:38][C:36]([N:33]1[CH2:34][CH2:35][N:30]([CH2:29][C:25]2[CH:24]=[C:23]([C:3]3[C:2]([F:1])=[CH:7][CH:6]=[C:5]([CH2:8][N:9]([CH3:22])[C:10]([C:12]4[CH:13]=[C:14]([CH:15]=[CH:16][CH:17]=4)[C:18]([OH:20])=[O:19])=[O:11])[CH:4]=3)[CH:28]=[CH:27][CH:26]=2)[CH2:31][C@@H:32]1[CH3:43])=[O:37])([CH3:40])[CH3:41]. The yield is 0.300. (5) The reactants are [Br:1][C:2]1[CH:3]=[C:4]([C:8]([NH:12][C:13](=[O:19])[O:14][C:15]([CH3:18])([CH3:17])[CH3:16])([CH3:11])[CH:9]=O)[CH:5]=[CH:6][CH:7]=1.[CH3:20][NH2:21].C(O[BH-](OC(=O)C)OC(=O)C)(=O)C.[Na+]. The catalyst is ClC(Cl)C.O.CC(O)=O. The product is [Br:1][C:2]1[CH:3]=[C:4]([C:8]([NH:12][C:13](=[O:19])[O:14][C:15]([CH3:18])([CH3:17])[CH3:16])([CH3:11])[CH2:9][NH:21][CH3:20])[CH:5]=[CH:6][CH:7]=1. The yield is 0.600. (6) The reactants are [OH:1][C@H:2]1[CH2:6][CH2:5][CH2:4][C@H:3]1[O:7][C@H:8]1[CH2:13][CH2:12][C@H:11]([N:14]2[C:19](=[O:20])[C:18]([CH2:21][C:22]3[CH:27]=[CH:26][C:25]([C:28]4[CH:33]=[CH:32][CH:31]=[CH:30][C:29]=4[C:34]4[NH:38][C:37](=[O:39])[O:36][N:35]=4)=[CH:24][CH:23]=3)=[C:17]([CH2:40][CH2:41][CH3:42])[N:16]3[N:43]=[CH:44][N:45]=[C:15]23)[CH2:10][CH2:9]1.CC(OI1(OC(C)=O)(OC(C)=O)OC(=O)C2C=CC=CC1=2)=O.C(=O)([O-])O.[Na+].S([O-])([O-])(=O)=S.[Na+].[Na+]. The catalyst is C(#N)C. The product is [O:1]=[C:2]1[CH2:6][CH2:5][CH2:4][CH:3]1[O:7][C@H:8]1[CH2:13][CH2:12][C@H:11]([N:14]2[C:19](=[O:20])[C:18]([CH2:21][C:22]3[CH:23]=[CH:24][C:25]([C:28]4[CH:33]=[CH:32][CH:31]=[CH:30][C:29]=4[C:34]4[NH:38][C:37](=[O:39])[O:36][N:35]=4)=[CH:26][CH:27]=3)=[C:17]([CH2:40][CH2:41][CH3:42])[N:16]3[N:43]=[CH:44][N:45]=[C:15]23)[CH2:10][CH2:9]1. The yield is 0.620.